From a dataset of Reaction yield outcomes from USPTO patents with 853,638 reactions. Predict the reaction yield, written as a fraction of the theoretical maximum amount of product (1.0 means a 100% yield; for example, 0.34 means a 34% yield). The reactants are [C:1]12([C:11]([N:13]3[CH2:22][CH2:21][C:20]4[C:15](=[CH:16][C:17]([O:24][CH3:25])=[C:18]([OH:23])[CH:19]=4)[CH2:14]3)=[O:12])[CH2:10][CH:5]3[CH2:6][CH:7]([CH2:9][CH:3]([CH2:4]3)[CH2:2]1)[CH2:8]2.[C:26](=O)([O-])[O-].[K+].[K+].CI. The catalyst is CC(C)=O. The product is [C:1]12([C:11]([N:13]3[CH2:22][CH2:21][C:20]4[C:15](=[CH:16][C:17]([O:24][CH3:25])=[C:18]([O:23][CH3:26])[CH:19]=4)[CH2:14]3)=[O:12])[CH2:10][CH:5]3[CH2:4][CH:3]([CH2:9][CH:7]([CH2:6]3)[CH2:8]1)[CH2:2]2. The yield is 0.880.